Dataset: Retrosynthesis with 50K atom-mapped reactions and 10 reaction types from USPTO. Task: Predict the reactants needed to synthesize the given product. Given the product O=C(OCc1ccccc1)N1CCC12CCCNC2, predict the reactants needed to synthesize it. The reactants are: CC(C)(C)OC(=O)N1CCCC2(CCN2C(=O)OCc2ccccc2)C1.